From a dataset of Forward reaction prediction with 1.9M reactions from USPTO patents (1976-2016). Predict the product of the given reaction. (1) The product is: [CH3:1][C:2]1([CH3:20])[CH2:14][C:13]2=[N:37][NH:38][C:16](=[O:17])[C:10]3[C:11]4[C:12]2=[C:4]([N:5]([CH3:21])[C:6]=4[CH:7]=[CH:8][CH:9]=3)[CH2:3]1. Given the reactants [CH3:1][C:2]1([CH3:20])[CH2:14][C:13](=O)[C:12]2[C:11]3[C:10]([C:16](OC)=[O:17])=[CH:9][CH:8]=[CH:7][C:6]=3[NH:5][C:4]=2[CH2:3]1.[CH3:21]I.CN1C2CCCC3=[N:37][NH:38]C(=O)C4C(C=23)=C1C=CC=4, predict the reaction product. (2) Given the reactants [Br:1][C:2]1[N:3]=[CH:4][NH:5][CH:6]=1.[Cl:7][C:8]1[C:9](S(C)(=O)=O)=[N:10][CH:11]=[CH:12][CH:13]=1.C(=O)([O-])[O-].[Cs+].[Cs+].CN(C)C=O, predict the reaction product. The product is: [Br:1][C:2]1[N:3]=[CH:4][N:5]([C:9]2[C:8]([Cl:7])=[CH:13][CH:12]=[CH:11][N:10]=2)[CH:6]=1.